Task: Predict the product of the given reaction.. Dataset: Forward reaction prediction with 1.9M reactions from USPTO patents (1976-2016) (1) Given the reactants [C:1]1([C:11]2[CH2:20][C:19](=[O:21])[C:18]3[C:13](=[CH:14][C:15]4[O:24][CH2:23][O:22][C:16]=4[CH:17]=3)[N:12]=2)[C:10]2[C:5](=[CH:6][CH:7]=[CH:8][CH:9]=2)[CH:4]=[CH:3][CH:2]=1.[CH2:25]([O:32][P:33](O[P:33]([O:32][CH2:25][C:26]1[CH:27]=[CH:28][CH:29]=[CH:30][CH:31]=1)([O:34][CH2:35][C:36]1[CH:37]=[CH:38][CH:39]=[CH:40][CH:41]=1)=[O:42])(=[O:42])[O:34][CH2:35][C:36]1[CH:41]=[CH:40][CH:39]=[CH:38][CH:37]=1)[C:26]1[CH:31]=[CH:30][CH:29]=[CH:28][CH:27]=1.[H-].[Na+], predict the reaction product. The product is: [P:33]([O:21][C:19]1[C:18]2[C:13](=[CH:14][C:15]3[O:24][CH2:23][O:22][C:16]=3[CH:17]=2)[N:12]=[C:11]([C:1]2[C:10]3[C:5](=[CH:6][CH:7]=[CH:8][CH:9]=3)[CH:4]=[CH:3][CH:2]=2)[CH:20]=1)([O:32][CH2:25][C:26]1[CH:31]=[CH:30][CH:29]=[CH:28][CH:27]=1)([O:34][CH2:35][C:36]1[CH:41]=[CH:40][CH:39]=[CH:38][CH:37]=1)=[O:42]. (2) Given the reactants [C:1]([O:5][C@@H:6]([C:12]1[C:38]([CH3:39])=[CH:37][C:15]2[N:16]=[C:17]([C:19]3[CH:24]=[CH:23][N:22]=[C:21]([C:25]4[CH:26]=[C:27]5[C:32](=[CH:33][CH:34]=4)[N:31]=[C:30]([NH:35][CH3:36])[CH:29]=[CH:28]5)[CH:20]=3)[S:18][C:14]=2[C:13]=1[C:40]1[CH:45]=[CH:44][C:43]([Cl:46])=[CH:42][CH:41]=1)[C:7]([O:9]CC)=[O:8])([CH3:4])([CH3:3])[CH3:2].[Li+].[I-], predict the reaction product. The product is: [C:1]([O:5][C@@H:6]([C:12]1[C:38]([CH3:39])=[CH:37][C:15]2[N:16]=[C:17]([C:19]3[CH:24]=[CH:23][N:22]=[C:21]([C:25]4[CH:26]=[C:27]5[C:32](=[CH:33][CH:34]=4)[N:31]=[C:30]([NH:35][CH3:36])[CH:29]=[CH:28]5)[CH:20]=3)[S:18][C:14]=2[C:13]=1[C:40]1[CH:45]=[CH:44][C:43]([Cl:46])=[CH:42][CH:41]=1)[C:7]([OH:9])=[O:8])([CH3:4])([CH3:2])[CH3:3]. (3) Given the reactants [Cl:1][C:2]1[CH:7]=[C:6]([C:8]([OH:10])=[O:9])[CH:5]=[C:4]([Cl:11])[N:3]=1.C(NC(=NC(C)C)O[C:18]([CH3:21])([CH3:20])[CH3:19])(C)C, predict the reaction product. The product is: [C:18]([O:9][C:8]([C:6]1[CH:5]=[C:4]([Cl:11])[N:3]=[C:2]([Cl:1])[CH:7]=1)=[O:10])([CH3:21])([CH3:20])[CH3:19].